This data is from Peptide-MHC class I binding affinity with 185,985 pairs from IEDB/IMGT. The task is: Regression. Given a peptide amino acid sequence and an MHC pseudo amino acid sequence, predict their binding affinity value. This is MHC class I binding data. (1) The peptide sequence is YQIEGAWRA. The MHC is HLA-B27:03 with pseudo-sequence HLA-B27:03. The binding affinity (normalized) is 0.0847. (2) The peptide sequence is LLKDLMPFV. The MHC is HLA-A02:03 with pseudo-sequence HLA-A02:03. The binding affinity (normalized) is 0.945. (3) The peptide sequence is STLNFNNLY. The MHC is HLA-A03:01 with pseudo-sequence HLA-A03:01. The binding affinity (normalized) is 0.369.